From a dataset of Cav3 T-type calcium channel HTS with 100,875 compounds. Binary Classification. Given a drug SMILES string, predict its activity (active/inactive) in a high-throughput screening assay against a specified biological target. (1) The compound is o1c2c(cc(C(=O)n3nc(cc3)C)c1=O)cccc2OC. The result is 0 (inactive). (2) The compound is O=C(N1CCc2c1cccc2)Cc1c2c([nH]c1)cccc2. The result is 0 (inactive). (3) The drug is o1c2c(nc(nc2Nc2ccncc2)CC)c2c1cccc2. The result is 0 (inactive). (4) The drug is S(=O)(=O)(N1C2CC(NC(=O)C)CC1CCC2)c1ccccc1. The result is 0 (inactive). (5) The molecule is o1c(C(=O)NC(=N\CCc2c3c([nH]c2)cccc3)/Nc2nc(cc(n2)C)C)ccc1. The result is 0 (inactive).